Dataset: Forward reaction prediction with 1.9M reactions from USPTO patents (1976-2016). Task: Predict the product of the given reaction. (1) Given the reactants [OH2:1].C1(B(O)[OH:9])C=CC=CC=1.[C:11]([O-:14])([O-])=[O:12].[Na+].[Na+].[C:17]1([CH3:23])C=CC=C[CH:18]=1, predict the reaction product. The product is: [C:11]([O-:14])(=[O:12])/[CH:18]=[CH:17]/[C:23]([O-:9])=[O:1].[C:11]([OH:14])(=[O:12])/[CH:18]=[CH:17]/[C:23]([OH:9])=[O:1]. (2) Given the reactants [Cl:1][C:2]1[C:3]([C:12](=[N:27][OH:28])[CH2:13][NH:14][C:15](=[O:26])[C:16]2[CH:21]=[CH:20][CH:19]=[CH:18][C:17]=2[C:22]([F:25])([F:24])[F:23])=[N:4][CH:5]=[C:6]([C:8]([F:11])([F:10])[F:9])[CH:7]=1.C(=O)([O-])[O-].[K+].[K+].I[CH:36]([CH3:38])[CH3:37].O, predict the reaction product. The product is: [Cl:1][C:2]1[C:3](/[C:12](=[N:27]/[O:28][CH:36]([CH3:38])[CH3:37])/[CH2:13][NH:14][C:15](=[O:26])[C:16]2[CH:21]=[CH:20][CH:19]=[CH:18][C:17]=2[C:22]([F:24])([F:25])[F:23])=[N:4][CH:5]=[C:6]([C:8]([F:10])([F:9])[F:11])[CH:7]=1. (3) Given the reactants [CH:1]([O:4][C:5]1[CH:10]=[CH:9][CH:8]=[CH:7][C:6]=1[N:11]1[CH2:16][CH2:15][N:14]([CH2:17][C:18](=[O:31])[CH2:19][N:20]2[C:28](=[O:29])[CH:27]3[CH:22]([CH2:23][CH:24]=[CH:25][CH2:26]3)[C:21]2=[O:30])[CH2:13][CH2:12]1)([CH3:3])[CH3:2].C(O)(C)C.[ClH:36], predict the reaction product. The product is: [ClH:36].[CH:1]([O:4][C:5]1[CH:10]=[CH:9][CH:8]=[CH:7][C:6]=1[N:11]1[CH2:16][CH2:15][N:14]([CH2:17][C:18](=[O:31])[CH2:19][N:20]2[C:28](=[O:29])[CH:27]3[CH:22]([CH2:23][CH:24]=[CH:25][CH2:26]3)[C:21]2=[O:30])[CH2:13][CH2:12]1)([CH3:3])[CH3:2]. (4) Given the reactants CS[C:3]([N:7]1[N:11]=[CH:10][C:9]2([CH2:15][CH2:14][CH2:13][CH2:12]2)[CH2:8]1)=[N:4][CH2:5][CH3:6].[C:16]([NH:19][C:20]1[CH:25]=[CH:24][C:23]([S:26]([NH2:29])(=[O:28])=[O:27])=[CH:22][CH:21]=1)(=[O:18])[CH3:17], predict the reaction product. The product is: [CH2:8]1[C:9]2([CH2:12][CH2:13][CH2:14][CH2:15]2)[CH:10]=[N:11][N:7]1[C:3](=[N:29][S:26]([C:23]1[CH:22]=[CH:21][C:20]([NH:19][C:16](=[O:18])[CH3:17])=[CH:25][CH:24]=1)(=[O:27])=[O:28])[NH:4][CH2:5][CH3:6]. (5) Given the reactants [NH2:1][C:2]1[C:11]2[C:6](=[CH:7][C:8]([N:12]3[C:20]4[CH2:19][C:18]([CH3:22])([CH3:21])[CH2:17][C:16](=[O:23])[C:15]=4[C:14]([CH3:24])=[CH:13]3)=[CH:9][CH:10]=2)[C:5]([C:25]#[N:26])=[CH:4][N:3]=1.[NH2:27][OH:28].C(N(CC)CC)C, predict the reaction product. The product is: [NH2:1][C:2]1[C:11]2[C:6](=[CH:7][C:8]([N:12]3[C:20]4[CH2:19][C:18]([CH3:21])([CH3:22])[CH2:17][C:16](=[O:23])[C:15]=4[C:14]([CH3:24])=[CH:13]3)=[CH:9][CH:10]=2)[C:5]([C:25]([NH:27][OH:28])=[NH:26])=[CH:4][N:3]=1. (6) Given the reactants [CH3:1][O:2][C:3]([C:5]1[N:6]([CH2:23][C:24]2[CH:29]=[CH:28][C:27]([NH2:30])=[CH:26][CH:25]=2)[C:7](=[O:22])[C:8]2[C:13]([C:14]=1[C:15]1[CH:20]=[CH:19][CH:18]=[CH:17][CH:16]=1)=[CH:12][C:11]([Br:21])=[CH:10][CH:9]=2)=[O:4].C(N(CC)CC)C.[C:38]1(=[O:45])[O:44][C:42](=[O:43])[CH2:41][CH2:40][CH2:39]1, predict the reaction product. The product is: [CH3:1][O:2][C:3]([C:5]1[N:6]([CH2:23][C:24]2[CH:25]=[CH:26][C:27]([NH:30][C:38](=[O:45])[CH2:39][CH2:40][CH2:41][C:42]([OH:44])=[O:43])=[CH:28][CH:29]=2)[C:7](=[O:22])[C:8]2[C:13]([C:14]=1[C:15]1[CH:16]=[CH:17][CH:18]=[CH:19][CH:20]=1)=[CH:12][C:11]([Br:21])=[CH:10][CH:9]=2)=[O:4].